Dataset: Reaction yield outcomes from USPTO patents with 853,638 reactions. Task: Predict the reaction yield, written as a fraction of the theoretical maximum amount of product (1.0 means a 100% yield; for example, 0.34 means a 34% yield). The reactants are [OH:1][N:2]1[C:7]([CH3:9])([CH3:8])[CH2:6][CH:5]([O:10][C:11](=[O:18])[C:12]2[CH:17]=[CH:16][CH:15]=[CH:14][CH:13]=2)[CH2:4][C:3]1([CH3:20])[CH3:19].[C:21](O[C:21]([O:23][C:24]([CH3:27])([CH3:26])[CH3:25])=[O:22])([O:23][C:24]([CH3:27])([CH3:26])[CH3:25])=[O:22]. The catalyst is CN(C)C1C=CN=CC=1.C1COCC1. The product is [C:11]([O:10][CH:5]1[CH2:6][C:7]([CH3:9])([CH3:8])[N:2]([O:1][C:21]([O:23][C:24]([CH3:27])([CH3:26])[CH3:25])=[O:22])[C:3]([CH3:20])([CH3:19])[CH2:4]1)(=[O:18])[C:12]1[CH:17]=[CH:16][CH:15]=[CH:14][CH:13]=1. The yield is 0.660.